From a dataset of Reaction yield outcomes from USPTO patents with 853,638 reactions. Predict the reaction yield, written as a fraction of the theoretical maximum amount of product (1.0 means a 100% yield; for example, 0.34 means a 34% yield). The product is [NH:37]1[C:41]2[CH:42]=[CH:43][CH:44]=[CH:45][C:40]=2[N:39]=[C:38]1[CH2:46][N:47]([CH:52]1[C:61]2[N:60]=[CH:59][CH:58]=[CH:57][C:56]=2[CH2:55][CH2:54][CH2:53]1)[CH2:48][CH2:49][CH2:50][NH:51][C:11]([C:1]1[N:2]=[CH:3][C:27]2[C:26]([CH:10]=1)=[CH:25][CH:24]=[CH:23][CH:28]=2)=[O:12]. The catalyst is CN(C=O)C.CCOC(C)=O.[Cl-].[Na+].O.O. The yield is 0.540. The reactants are [C:1]1([C:11](O)=[O:12])[C:10]2C(=CC=CC=2)C=[CH:3][N:2]=1.C(N(CC)C(C)C)(C)C.[CH:23]1[CH:24]=[CH:25][C:26]2N(O)N=N[C:27]=2[CH:28]=1.C(Cl)CCl.[NH:37]1[C:41]2[CH:42]=[CH:43][CH:44]=[CH:45][C:40]=2[N:39]=[C:38]1[CH2:46][N:47]([CH:52]1[C:61]2[N:60]=[CH:59][CH:58]=[CH:57][C:56]=2[CH2:55][CH2:54][CH2:53]1)[CH2:48][CH2:49][CH2:50][NH2:51].